The task is: Predict the product of the given reaction.. This data is from Forward reaction prediction with 1.9M reactions from USPTO patents (1976-2016). Given the reactants [C:1](Cl)([C:14]1[CH:19]=[CH:18][CH:17]=[CH:16][CH:15]=1)([C:8]1[CH:13]=[CH:12][CH:11]=[CH:10][CH:9]=1)[C:2]1[CH:7]=[CH:6][CH:5]=[CH:4][CH:3]=1.[OH:21][CH2:22][CH2:23][CH2:24][CH2:25][CH2:26][C:27]([O:29][CH3:30])=[O:28], predict the reaction product. The product is: [C:1]([O:21][CH2:22][CH2:23][CH2:24][CH2:25][CH2:26][C:27]([O:29][CH3:30])=[O:28])([C:14]1[CH:19]=[CH:18][CH:17]=[CH:16][CH:15]=1)([C:8]1[CH:13]=[CH:12][CH:11]=[CH:10][CH:9]=1)[C:2]1[CH:7]=[CH:6][CH:5]=[CH:4][CH:3]=1.